Dataset: Catalyst prediction with 721,799 reactions and 888 catalyst types from USPTO. Task: Predict which catalyst facilitates the given reaction. (1) Reactant: [NH2:1][C:2]1[N:7]=[C:6](S(C)=O)[C:5]([C:11]#[N:12])=[C:4]([C:13]2[S:14][CH:15]=[CH:16][CH:17]=2)[N:3]=1.[NH2:18][CH2:19][CH2:20][N:21]1[CH2:26][CH2:25][O:24][CH2:23][CH2:22]1. Product: [NH2:1][C:2]1[N:7]=[C:6]([NH:18][CH2:19][CH2:20][N:21]2[CH2:26][CH2:25][O:24][CH2:23][CH2:22]2)[C:5]([C:11]#[N:12])=[C:4]([C:13]2[S:14][CH:15]=[CH:16][CH:17]=2)[N:3]=1. The catalyst class is: 12. (2) Reactant: [Br:1][CH:2]([CH2:15][CH3:16])[C:3]([C:5]1[CH:14]=[CH:13][C:12]2[C:7](=[CH:8][CH:9]=[CH:10][CH:11]=2)[CH:6]=1)=O.[NH:17]1[CH2:21][CH2:20][NH:19][C:18]1=[S:22].CC(O)=O. Product: [BrH:1].[CH2:15]([C:2]1[S:22][C:18]2=[N:17][CH2:21][CH2:20][N:19]2[C:3]=1[C:5]1[CH:14]=[CH:13][C:12]2[C:7](=[CH:8][CH:9]=[CH:10][CH:11]=2)[CH:6]=1)[CH3:16]. The catalyst class is: 14. (3) Reactant: O[CH:2]1[CH2:5][C:4]([CH2:20][C:21]#[N:22])([N:6]2[CH:10]=[C:9]([C:11]3[C:12]4[CH:19]=[CH:18][NH:17][C:13]=4[N:14]=[CH:15][N:16]=3)[CH:8]=[N:7]2)[CH2:3]1.COCCN(CCOC)S(F)(F)[F:29].C(O)C. Product: [F:29][CH:2]1[CH2:5][C:4]([CH2:20][C:21]#[N:22])([N:6]2[CH:10]=[C:9]([C:11]3[C:12]4[CH:19]=[CH:18][NH:17][C:13]=4[N:14]=[CH:15][N:16]=3)[CH:8]=[N:7]2)[CH2:3]1. The catalyst class is: 4.